This data is from Forward reaction prediction with 1.9M reactions from USPTO patents (1976-2016). The task is: Predict the product of the given reaction. (1) Given the reactants [F:1][C:2]1[CH:8]=[CH:7][CH:6]=[CH:5][C:3]=1[NH2:4].[N:9]([O-])=O.[Na+].C([O-])(=O)C.[Na+].[C:18]([CH2:21][C:22](=[O:24])[CH3:23])(=[O:20])[CH3:19], predict the reaction product. The product is: [F:1][C:2]1[CH:8]=[CH:7][CH:6]=[CH:5][C:3]=1[NH:4][N:9]=[C:21]([C:22](=[O:24])[CH3:23])[C:18](=[O:20])[CH3:19]. (2) Given the reactants B([O-])=O.O.O.O.O.[Na+].[CH2:9]([O:16][CH2:17][CH2:18][O:19][C:20](=[O:29])[C:21]1[CH:26]=[C:25](I)[CH:24]=[C:23]([Br:28])[CH:22]=1)[C:10]1[CH:15]=[CH:14][CH:13]=[CH:12][CH:11]=1.[CH2:30]([O:37][C:38]1[CH:43]=[CH:42][C:41](B(O)O)=[CH:40][CH:39]=1)[C:31]1[CH:36]=[CH:35][CH:34]=[CH:33][CH:32]=1.Cl, predict the reaction product. The product is: [CH2:9]([O:16][CH2:17][CH2:18][O:19][C:20]([C:21]1[CH:26]=[C:25]([C:41]2[CH:42]=[CH:43][C:38]([O:37][CH2:30][C:31]3[CH:36]=[CH:35][CH:34]=[CH:33][CH:32]=3)=[CH:39][CH:40]=2)[CH:24]=[C:23]([Br:28])[CH:22]=1)=[O:29])[C:10]1[CH:15]=[CH:14][CH:13]=[CH:12][CH:11]=1. (3) Given the reactants [CH3:1][S:2]([OH:5])(=[O:4])=[O:3].[N:6]1[CH:11]=[CH:10][CH:9]=[C:8]([NH:12][C:13](=[O:38])[C:14]2[CH:19]=[C:18]([CH2:20][C:21]3[C:22](=[O:33])[C:23]([O:31][CH3:32])=[C:24]([O:29][CH3:30])[C:25](=[O:28])[C:26]=3[CH3:27])[CH:17]=[CH:16][C:15]=2[O:34]C(=O)C)[CH:7]=1, predict the reaction product. The product is: [CH3:1][S:2]([OH:5])(=[O:4])=[O:3].[N:6]1[CH:11]=[CH:10][CH:9]=[C:8]([NH:12][C:13](=[O:38])[C:14]2[CH:19]=[C:18]([CH2:20][C:21]3[C:22](=[O:33])[C:23]([O:31][CH3:32])=[C:24]([O:29][CH3:30])[C:25](=[O:28])[C:26]=3[CH3:27])[CH:17]=[CH:16][C:15]=2[OH:34])[CH:7]=1. (4) The product is: [O:17]=[C:11]1[CH2:16][CH2:15][CH2:14][CH2:13][CH:12]1[C:1]([O:5][CH2:6][CH3:7])=[O:8]. Given the reactants [C:1](=[O:8])([O:5][CH2:6][CH3:7])OCC.[H-].[Na+].[C:11]1(=[O:17])[CH2:16][CH2:15][CH2:14][CH2:13][CH2:12]1.Cl, predict the reaction product. (5) Given the reactants [OH:1][C:2]1[N:6]([C:7]2[CH:12]=[CH:11][C:10]([S:13]([OH:16])(=[O:15])=[O:14])=[CH:9][CH:8]=2)[N:5]=[C:4]([CH3:17])[CH:3]=1.[S:18]1[CH:22]=[CH:21][CH:20]=[C:19]1[CH:23]=O.C([O-])(=O)C.[NH4+:29], predict the reaction product. The product is: [CH3:17][C:4]1[C:3](=[CH:23][C:19]2[S:18][CH:22]=[CH:21][CH:20]=2)[C:2](=[O:1])[N:6]([C:7]2[CH:8]=[CH:9][C:10]([S:13]([O-:16])(=[O:15])=[O:14])=[CH:11][CH:12]=2)[N:5]=1.[NH4+:29]. (6) The product is: [CH2:7]([O:14][C:15](=[O:21])[NH:16][CH2:17][CH2:18][CH:19]=[N:6][NH:5][CH:2]([CH3:4])[CH3:3])[C:8]1[CH:13]=[CH:12][CH:11]=[CH:10][CH:9]=1. Given the reactants Cl.[CH:2]([NH:5][NH2:6])([CH3:4])[CH3:3].[CH2:7]([O:14][C:15](=[O:21])[NH:16][CH2:17][CH2:18][CH:19]=O)[C:8]1[CH:13]=[CH:12][CH:11]=[CH:10][CH:9]=1.CCN(CC)CC, predict the reaction product. (7) Given the reactants [C:1]([C:5]1[CH:6]=[C:7]([NH:32][C:33]([NH:35][C@@H:36]2[C:45]3[C:40](=[CH:41][CH:42]=[CH:43][CH:44]=3)[C@H:39]([O:46][C:47]3[CH:48]=[CH:49][C:50]4[N:51]([C:53]([N:56]5[CH2:61][CH2:60][CH2:59][CH2:58][C@@H:57]5[CH3:62])=[N:54][N:55]=4)[CH:52]=3)[CH2:38][CH2:37]2)=[O:34])[N:8]([C:10]2[CH:15]=[CH:14][C:13]([CH2:16][O:17][Si:18]([CH:25]([CH3:27])[CH3:26])([CH:22]([CH3:24])[CH3:23])[CH:19]([CH3:21])[CH3:20])=[C:12]([O:28][CH2:29][CH2:30][OH:31])[CH:11]=2)[N:9]=1)([CH3:4])([CH3:3])[CH3:2].[CH3:63][S:64](Cl)(=[O:66])=[O:65].CCN(C(C)C)C(C)C, predict the reaction product. The product is: [C:1]([C:5]1[CH:6]=[C:7]([NH:32][C:33]([NH:35][C@@H:36]2[C:45]3[C:40](=[CH:41][CH:42]=[CH:43][CH:44]=3)[C@H:39]([O:46][C:47]3[CH:48]=[CH:49][C:50]4[N:51]([C:53]([N:56]5[CH2:61][CH2:60][CH2:59][CH2:58][C@@H:57]5[CH3:62])=[N:54][N:55]=4)[CH:52]=3)[CH2:38][CH2:37]2)=[O:34])[N:8]([C:10]2[CH:15]=[CH:14][C:13]([CH2:16][O:17][Si:18]([CH:25]([CH3:27])[CH3:26])([CH:22]([CH3:24])[CH3:23])[CH:19]([CH3:20])[CH3:21])=[C:12]([CH:11]=2)[O:28][CH2:29][CH2:30][O:31][S:64]([CH3:63])(=[O:66])=[O:65])[N:9]=1)([CH3:4])([CH3:3])[CH3:2].